This data is from Forward reaction prediction with 1.9M reactions from USPTO patents (1976-2016). The task is: Predict the product of the given reaction. Given the reactants [CH3:1][O:2][C:3]1([C:9]2[CH:10]=[C:11]([CH2:15][O:16][CH2:17]C(OC)=O)[CH:12]=[CH:13][CH:14]=2)[CH2:8][CH2:7][O:6][CH2:5][CH2:4]1.[Li+].[OH-:23].[CH3:24][OH:25], predict the reaction product. The product is: [CH3:1][O:2][C:3]1([C:9]2[CH:10]=[C:11]([CH:15]([O:16][CH3:17])[C:24]([OH:25])=[O:23])[CH:12]=[CH:13][CH:14]=2)[CH2:4][CH2:5][O:6][CH2:7][CH2:8]1.